Dataset: Reaction yield outcomes from USPTO patents with 853,638 reactions. Task: Predict the reaction yield, written as a fraction of the theoretical maximum amount of product (1.0 means a 100% yield; for example, 0.34 means a 34% yield). (1) The reactants are I[C:2]1[C:10]2[C:5](=[CH:6][CH:7]=[CH:8][CH:9]=2)[NH:4][N:3]=1.[NH:11]1[C:19]2[C:14](=[CH:15][CH:16]=[CH:17][CH:18]=2)[C:13]2([CH2:21][CH2:20]2)[C:12]1=[O:22].CC1(C)C(C)(C)OB(/[CH:31]=[CH:32]/[C:33]2[CH:34]=[N:35][CH:36]=[CH:37][CH:38]=2)O1.C(OCC)(=O)C. The catalyst is CN(C=O)C.O.C1C=CC([P]([Pd]([P](C2C=CC=CC=2)(C2C=CC=CC=2)C2C=CC=CC=2)([P](C2C=CC=CC=2)(C2C=CC=CC=2)C2C=CC=CC=2)[P](C2C=CC=CC=2)(C2C=CC=CC=2)C2C=CC=CC=2)(C2C=CC=CC=2)C2C=CC=CC=2)=CC=1. The product is [N:35]1[CH:36]=[CH:37][CH:38]=[C:33](/[CH:32]=[CH:31]/[C:2]2[C:10]3[C:5](=[CH:6][C:7]([C@H:20]4[C@@:13]5([C:14]6[C:19](=[CH:18][CH:17]=[CH:16][CH:15]=6)[NH:11][C:12]5=[O:22])[CH2:21]4)=[CH:8][CH:9]=3)[NH:4][N:3]=2)[CH:34]=1. The yield is 0.440. (2) The reactants are O[CH2:2][C:3]1[CH:16]=[N:15][C:6]2[C:7]3[N:8]([CH:12]=[CH:13][CH:14]=3)[C:9](=[O:11])[NH:10][C:5]=2[CH:4]=1.[CH3:17][NH:18][C:19](=[O:32])[C:20]1[CH:25]=[CH:24][C:23]([N:26]2[CH2:31][CH2:30][NH:29][CH2:28][CH2:27]2)=[CH:22][CH:21]=1.[I-].C(C[P+](C)(C)C)#N.C(N(C(C)C)C(C)C)C. The catalyst is C(#N)CC. The product is [CH3:17][NH:18][C:19](=[O:32])[C:20]1[CH:21]=[CH:22][C:23]([N:26]2[CH2:31][CH2:30][N:29]([CH2:2][C:3]3[CH:16]=[N:15][C:6]4[C:7]5[N:8]([CH:12]=[CH:13][CH:14]=5)[C:9](=[O:11])[NH:10][C:5]=4[CH:4]=3)[CH2:28][CH2:27]2)=[CH:24][CH:25]=1. The yield is 0.870. (3) The reactants are [CH3:1][O:2][C:3]1[CH:4]=[CH:5][C:6]([C@H:9]2[CH2:11][C@@H:10]2[CH2:12][O:13][C:14]2[C:19]([C:20]#[C:21][C:22]([O:24]CC)=O)=[CH:18][N:17]=[C:16]([CH3:27])[N:15]=2)=[N:7][CH:8]=1.[CH3:28][NH:29][NH2:30]. The product is [CH3:1][O:2][C:3]1[CH:4]=[CH:5][C:6]([C@H:9]2[CH2:11][C@@H:10]2[CH2:12][O:13][C:14]2[C:19]([C:20]3[N:29]([CH3:28])[NH:30][C:22](=[O:24])[CH:21]=3)=[CH:18][N:17]=[C:16]([CH3:27])[N:15]=2)=[N:7][CH:8]=1. The yield is 0.350. The catalyst is C1COCC1. (4) The reactants are [CH3:1][O:2][C:3](=[O:16])[CH:4]=[C:5]([C:10]1[CH:15]=[CH:14][CH:13]=[CH:12][CH:11]=1)[C:6]([F:9])([F:8])[F:7].[H][H]. The catalyst is CO.[OH-].[OH-].[Pd+2]. The product is [F:7][C:6]([F:8])([F:9])[CH:5]([C:10]1[CH:15]=[CH:14][CH:13]=[CH:12][CH:11]=1)[CH2:4][C:3]([O:2][CH3:1])=[O:16]. The yield is 0.810.